This data is from Reaction yield outcomes from USPTO patents with 853,638 reactions. The task is: Predict the reaction yield, written as a fraction of the theoretical maximum amount of product (1.0 means a 100% yield; for example, 0.34 means a 34% yield). The reactants are [N:1]1([C:12](=[O:13])[C:11]2[N:10]([CH2:14][C:15]([OH:17])=O)[CH:9]=[N:8][C:7]=2[N:5]([CH3:6])[C:3]1=[O:4])[CH3:2].CN(C(ON1N=N[C:28]2[CH:29]=[CH:30][CH:31]=[N:32][C:27]1=2)=[N+](C)C)C.F[P-](F)(F)(F)(F)F.[C:42]([O:45][CH2:46][CH3:47])(=O)C.[CH3:48]N(C=O)C. The yield is 0.240. No catalyst specified. The product is [CH3:42][O:45][C:46]1[CH:47]=[CH:48][CH:27]=[CH:28][C:29]=1[CH2:30][CH2:31][NH:32][C:15](=[O:17])[CH2:14][N:10]1[C:11]2[C:12](=[O:13])[N:1]([CH3:2])[C:3](=[O:4])[N:5]([CH3:6])[C:7]=2[N:8]=[CH:9]1.